Dataset: Peptide-MHC class I binding affinity with 185,985 pairs from IEDB/IMGT. Task: Regression. Given a peptide amino acid sequence and an MHC pseudo amino acid sequence, predict their binding affinity value. This is MHC class I binding data. (1) The peptide sequence is NQDLNGNWY. The MHC is HLA-A01:01 with pseudo-sequence HLA-A01:01. The binding affinity (normalized) is 0.459. (2) The peptide sequence is MFTNRSGSQ. The MHC is HLA-A03:01 with pseudo-sequence HLA-A03:01. The binding affinity (normalized) is 0. (3) The peptide sequence is YVDRFYKTL. The MHC is HLA-B35:01 with pseudo-sequence HLA-B35:01. The binding affinity (normalized) is 0. (4) The peptide sequence is IAVASGLLW. The MHC is HLA-B53:01 with pseudo-sequence HLA-B53:01. The binding affinity (normalized) is 0.682. (5) The peptide sequence is KKTFDHTL. The MHC is H-2-Kb with pseudo-sequence H-2-Kb. The binding affinity (normalized) is 0.617.